Dataset: NCI-60 drug combinations with 297,098 pairs across 59 cell lines. Task: Regression. Given two drug SMILES strings and cell line genomic features, predict the synergy score measuring deviation from expected non-interaction effect. (1) Drug 1: CC12CCC(CC1=CCC3C2CCC4(C3CC=C4C5=CN=CC=C5)C)O. Drug 2: CC1=C(C=C(C=C1)C(=O)NC2=CC(=CC(=C2)C(F)(F)F)N3C=C(N=C3)C)NC4=NC=CC(=N4)C5=CN=CC=C5. Cell line: SF-268. Synergy scores: CSS=2.60, Synergy_ZIP=1.61, Synergy_Bliss=5.17, Synergy_Loewe=1.77, Synergy_HSA=2.12. (2) Drug 1: CCN(CC)CCNC(=O)C1=C(NC(=C1C)C=C2C3=C(C=CC(=C3)F)NC2=O)C. Drug 2: C1C(C(OC1N2C=NC(=NC2=O)N)CO)O. Cell line: MCF7. Synergy scores: CSS=8.20, Synergy_ZIP=-3.18, Synergy_Bliss=0.124, Synergy_Loewe=0.124, Synergy_HSA=0.924. (3) Drug 1: CC(C)(C#N)C1=CC(=CC(=C1)CN2C=NC=N2)C(C)(C)C#N. Drug 2: CC(C)CN1C=NC2=C1C3=CC=CC=C3N=C2N. Cell line: 786-0. Synergy scores: CSS=3.13, Synergy_ZIP=-1.66, Synergy_Bliss=-4.89, Synergy_Loewe=-4.05, Synergy_HSA=-5.57.